From a dataset of Full USPTO retrosynthesis dataset with 1.9M reactions from patents (1976-2016). Predict the reactants needed to synthesize the given product. (1) Given the product [CH3:20][C@H:16]1[NH:15][C:13](=[O:14])[C:7]2=[C:6]3[C:11](=[CH:10][CH:9]=[CH:8]2)[CH:12]2[CH2:1][CH2:2][CH2:3][CH:4]2[N:5]3[C:17]1=[O:18], predict the reactants needed to synthesize it. The reactants are: [CH2:1]1[CH:12]2[CH:4]([NH:5][C:6]3[C:7]([C:13]([NH:15][C@H:16]([CH3:20])[C:17](O)=[O:18])=[O:14])=[CH:8][CH:9]=[CH:10][C:11]=32)[CH2:3][CH2:2]1. (2) Given the product [Cl:1][C:2]1[CH:3]=[CH:4][C:5]([C:25]#[N:26])=[C:6]([C:8]2[C:13]([O:14][CH3:15])=[CH:12][N:11]([CH:16]([CH2:30][C:29]#[CH:28])[C:17]([O:19][C:20]([CH3:21])([CH3:22])[CH3:23])=[O:18])[C:10](=[O:24])[CH:9]=2)[CH:7]=1, predict the reactants needed to synthesize it. The reactants are: [Cl:1][C:2]1[CH:3]=[CH:4][C:5]([C:25]#[N:26])=[C:6]([C:8]2[C:13]([O:14][CH3:15])=[CH:12][N:11]([CH2:16][C:17]([O:19][C:20]([CH3:23])([CH3:22])[CH3:21])=[O:18])[C:10](=[O:24])[CH:9]=2)[CH:7]=1.Br[CH2:28][C:29]#[CH:30]. (3) The reactants are: [C:1]([O:5][C:6](=[O:26])[NH:7][C:8]1[CH:13]=[CH:12][CH:11]=[CH:10][C:9]=1[NH:14][C:15](=[O:25])[C:16]1[CH:21]=[CH:20][C:19]([CH:22]2[CH2:24][O:23]2)=[CH:18][CH:17]=1)([CH3:4])([CH3:3])[CH3:2].[CH3:27][O:28][C:29]1[CH:30]=[C:31]([CH:33]=[C:34]([O:38][CH3:39])[C:35]=1[O:36][CH3:37])[NH2:32]. Given the product [C:1]([O:5][C:6](=[O:26])[NH:7][C:8]1[CH:13]=[CH:12][CH:11]=[CH:10][C:9]=1[NH:14][C:15](=[O:25])[C:16]1[CH:21]=[CH:20][C:19]([CH:22]([NH:32][C:31]2[CH:33]=[C:34]([O:38][CH3:39])[C:35]([O:36][CH3:37])=[C:29]([O:28][CH3:27])[CH:30]=2)[CH2:24][OH:23])=[CH:18][CH:17]=1)([CH3:3])([CH3:2])[CH3:4], predict the reactants needed to synthesize it. (4) Given the product [NH:29]1[C:37]2[C:32](=[CH:33][CH:34]=[C:35]([C@H:38]3[C@@:40]4([C:48]5[C:43](=[CH:44][CH:45]=[CH:46][CH:47]=5)[N:42]([CH3:49])[C:41]4=[O:50])[CH2:39]3)[CH:36]=2)[CH:31]=[N:30]1, predict the reactants needed to synthesize it. The reactants are: N1C2C(=CC=C([C@H]3[C@@]4(C5C(=CC=CC=5)NC4=O)C3)C=2)C=N1.C([N:29]1[C:37]2[C:32](=[CH:33][CH:34]=[C:35]([C@H:38]3[C@@:40]4([C:48]5[C:43](=[CH:44][CH:45]=[CH:46][CH:47]=5)[N:42]([CH3:49])[C:41]4=[O:50])[CH2:39]3)[CH:36]=2)[CH:31]=[N:30]1)C1C=CC=CC=1. (5) Given the product [ClH:39].[NH:8]1[CH2:13][CH2:12][O:11][C@@H:10]([C@:14]([C:28]2[CH:29]=[CH:30][CH:31]=[CH:32][CH:33]=2)([OH:27])[CH2:15][C:16]2[CH:21]=[CH:20][CH:19]=[CH:18][C:17]=2[O:22][C:23]([F:26])([F:25])[F:24])[CH2:9]1, predict the reactants needed to synthesize it. The reactants are: C([N:8]1[CH2:13][CH2:12][O:11][CH:10]([C:14]([C:28]2[CH:33]=[CH:32][CH:31]=[CH:30][CH:29]=2)([OH:27])[CH2:15][C:16]2[CH:21]=[CH:20][CH:19]=[CH:18][C:17]=2[O:22][C:23]([F:26])([F:25])[F:24])[CH2:9]1)C1C=CC=CC=1.CC(Cl)OC([Cl:39])=O. (6) Given the product [CH3:22][CH:23]([CH3:29])[CH2:24][S:25]([NH:8][C@H:9]1[C:17]2[C:12](=[CH:13][CH:14]=[C:15]([C:18]([O:20][CH3:21])=[O:19])[CH:16]=2)[CH2:11][CH2:10]1)(=[O:27])=[O:26], predict the reactants needed to synthesize it. The reactants are: C(N(CC)CC)C.[NH2:8][C@H:9]1[C:17]2[C:12](=[CH:13][CH:14]=[C:15]([C:18]([O:20][CH3:21])=[O:19])[CH:16]=2)[CH2:11][CH2:10]1.[CH3:22][CH:23]([CH3:29])[CH2:24][S:25](Cl)(=[O:27])=[O:26]. (7) Given the product [CH3:22][N:11]([CH2:10][C:2]1[N:3]([CH2:25][C:26]2[CH:27]=[N:28][CH:29]=[CH:30][CH:31]=2)[C:4]2[CH:9]=[CH:8][CH:7]=[CH:6][C:5]=2[N:1]=1)[CH:12]1[C:21]2[N:20]=[CH:19][CH:18]=[CH:17][C:16]=2[CH2:15][CH2:14][CH2:13]1, predict the reactants needed to synthesize it. The reactants are: [NH:1]1[C:5]2[CH:6]=[CH:7][CH:8]=[CH:9][C:4]=2[N:3]=[C:2]1[CH2:10][N:11]([CH3:22])[CH:12]1[C:21]2[N:20]=[CH:19][CH:18]=[CH:17][C:16]=2[CH2:15][CH2:14][CH2:13]1.Cl.Cl[CH2:25][C:26]1[CH:27]=[N:28][CH:29]=[CH:30][CH:31]=1.C([O-])([O-])=O.[K+].[K+]. (8) Given the product [CH3:1][O:2][C:3](=[O:44])[C@H:4]([CH:41]([CH3:42])[CH3:43])[NH:5][S:6]([C:9]1[CH:10]=[CH:11][C:12]([C:15]2[CH:16]=[CH:17][C:18]([NH:21][C:22]([C:24]3[O:25][C:26]4[CH:32]=[CH:31][CH:30]=[C:29]([OH:33])[C:27]=4[CH:28]=3)=[O:23])=[CH:19][CH:20]=2)=[CH:13][CH:14]=1)(=[O:7])=[O:8], predict the reactants needed to synthesize it. The reactants are: [CH3:1][O:2][C:3](=[O:44])[C@H:4]([CH:41]([CH3:43])[CH3:42])[NH:5][S:6]([C:9]1[CH:14]=[CH:13][C:12]([C:15]2[CH:20]=[CH:19][C:18]([NH:21][C:22]([C:24]3[O:25][C:26]4[CH:32]=[CH:31][CH:30]=[C:29]([O:33]CC5C=CC=CC=5)[C:27]=4[CH:28]=3)=[O:23])=[CH:17][CH:16]=2)=[CH:11][CH:10]=1)(=[O:8])=[O:7].